This data is from Cav3 T-type calcium channel HTS with 100,875 compounds. The task is: Binary Classification. Given a drug SMILES string, predict its activity (active/inactive) in a high-throughput screening assay against a specified biological target. (1) The drug is s1c(C2(ON=C(C2)c2c(F)cccc2)C)c(nc1c1ccccc1)C. The result is 0 (inactive). (2) The drug is S(=O)(=O)(N1CCOCC1)c1cc(ccc1)C(=O)Nc1sc(nn1)C. The result is 0 (inactive). (3) The compound is O=C(N(C1CCCC1)CC(=O)NC(C)(C)C)CCC(=O)Nc1nccc(c1)C. The result is 0 (inactive).